From a dataset of Reaction yield outcomes from USPTO patents with 853,638 reactions. Predict the reaction yield, written as a fraction of the theoretical maximum amount of product (1.0 means a 100% yield; for example, 0.34 means a 34% yield). (1) The yield is 1.00. The product is [CH3:1][N:2]1[C:6]2[NH:7][C:8](=[O:15])[C:9]3[CH2:10][CH2:11][CH2:12][CH2:13][C:14]=3[C:5]=2[C:4]([CH:16]2[CH2:20][CH2:19][NH:18][CH2:17]2)=[N:3]1. The reactants are [CH3:1][N:2]1[C:6]2[NH:7][C:8](=[O:15])[C:9]3[CH2:10][CH2:11][CH2:12][CH2:13][C:14]=3[C:5]=2[C:4]([CH:16]2[CH2:20][CH2:19][N:18](C(OCC3C=CC=CC=3)=O)[CH2:17]2)=[N:3]1. The catalyst is ClCCl.CO.[Pd]. (2) The reactants are Br[C:2]1[CH:3]=[CH:4][C:5]([O:8][CH2:9][C:10]2[C:11]([C:16]3[CH:21]=[CH:20][CH:19]=[CH:18][CH:17]=3)=[N:12][O:13][C:14]=2[CH3:15])=[N:6][CH:7]=1.C([Li])CCC.[O:27]1[CH2:30][C:29](=[O:31])[CH2:28]1.CO. The catalyst is C1COCC1. The product is [CH3:15][C:14]1[O:13][N:12]=[C:11]([C:16]2[CH:21]=[CH:20][CH:19]=[CH:18][CH:17]=2)[C:10]=1[CH2:9][O:8][C:5]1[N:6]=[CH:7][C:2]([C:29]2([OH:31])[CH2:30][O:27][CH2:28]2)=[CH:3][CH:4]=1. The yield is 0.660. (3) The reactants are Br[CH2:2][C:3]([C:5]1[C:6]2[CH:13]=[CH:12][N:11]([S:14]([C:17]3[CH:22]=[CH:21][C:20]([CH3:23])=[CH:19][CH:18]=3)(=[O:16])=[O:15])[C:7]=2[N:8]=[CH:9][N:10]=1)=O.[NH2:24][C:25]([NH2:27])=[S:26]. The catalyst is CC(C)=O. The product is [C:20]1([CH3:23])[CH:21]=[CH:22][C:17]([S:14]([N:11]2[C:7]3[N:8]=[CH:9][N:10]=[C:5]([C:3]4[N:24]=[C:25]([NH2:27])[S:26][CH:2]=4)[C:6]=3[CH:13]=[CH:12]2)(=[O:16])=[O:15])=[CH:18][CH:19]=1. The yield is 0.720. (4) The reactants are P(Cl)(Cl)(Cl)=O.[NH:6]1[C:14]2[C:9](=[CH:10][CH:11]=[C:12]3[O:17][CH2:16][CH2:15][C:13]3=2)[CH:8]=[CH:7]1.[OH-].[Na+].O.CN(C)[C:23](=[O:25])[CH3:24]. No catalyst specified. The product is [C:23]([C:8]1[C:9]2[C:14](=[C:13]3[CH2:15][CH2:16][O:17][C:12]3=[CH:11][CH:10]=2)[NH:6][CH:7]=1)(=[O:25])[CH3:24]. The yield is 0.740. (5) The reactants are [OH-].[K+].[CH3:3][O:4][C:5](=[O:27])[CH:6]([NH:15][C:16]([CH3:26])=[CH:17][C:18](=[O:25])[C:19]1[CH:24]=[CH:23][CH:22]=[CH:21][CH:20]=1)[CH2:7][C:8]1[CH:13]=[CH:12][C:11]([OH:14])=[CH:10][CH:9]=1.[Br:28][CH2:29][CH2:30]Br. The catalyst is C(O)C. The product is [CH3:3][O:4][C:5](=[O:27])[CH:6]([NH:15][C:16]([CH3:26])=[CH:17][C:18](=[O:25])[C:19]1[CH:24]=[CH:23][CH:22]=[CH:21][CH:20]=1)[CH2:7][C:8]1[CH:9]=[CH:10][C:11]([O:14][CH2:30][CH2:29][Br:28])=[CH:12][CH:13]=1. The yield is 0.170.